This data is from NCI-60 drug combinations with 297,098 pairs across 59 cell lines. The task is: Regression. Given two drug SMILES strings and cell line genomic features, predict the synergy score measuring deviation from expected non-interaction effect. (1) Drug 1: CCC1=CC2CC(C3=C(CN(C2)C1)C4=CC=CC=C4N3)(C5=C(C=C6C(=C5)C78CCN9C7C(C=CC9)(C(C(C8N6C)(C(=O)OC)O)OC(=O)C)CC)OC)C(=O)OC.C(C(C(=O)O)O)(C(=O)O)O. Drug 2: CN1C(=O)N2C=NC(=C2N=N1)C(=O)N. Cell line: UACC62. Synergy scores: CSS=48.6, Synergy_ZIP=0.588, Synergy_Bliss=0.829, Synergy_Loewe=-55.5, Synergy_HSA=-0.809. (2) Drug 1: C1=CC2=C(C(=C1)O)C(=O)C3=C(C2=O)C(=CC=C3)S(=O)(=O)N. Drug 2: CC1C(C(CC(O1)OC2C(OC(CC2O)OC3C(OC(CC3O)OC4CCC5(C(C4)CCC6C5CC(C7(C6(CCC7C8=CC(=O)OC8)O)C)O)C)C)C)O)O. Cell line: SN12C. Synergy scores: CSS=2.00, Synergy_ZIP=-1.96, Synergy_Bliss=-1.96, Synergy_Loewe=-0.000314, Synergy_HSA=-0.000895. (3) Drug 1: CC1=CC2C(CCC3(C2CCC3(C(=O)C)OC(=O)C)C)C4(C1=CC(=O)CC4)C. Drug 2: C(CC(=O)O)C(=O)CN.Cl. Cell line: SK-MEL-5. Synergy scores: CSS=1.33, Synergy_ZIP=0.436, Synergy_Bliss=-6.27, Synergy_Loewe=-16.1, Synergy_HSA=-15.4. (4) Drug 1: CC(C1=C(C=CC(=C1Cl)F)Cl)OC2=C(N=CC(=C2)C3=CN(N=C3)C4CCNCC4)N. Drug 2: COC1=C(C=C2C(=C1)N=CN=C2NC3=CC(=C(C=C3)F)Cl)OCCCN4CCOCC4. Cell line: UACC-257. Synergy scores: CSS=38.7, Synergy_ZIP=17.3, Synergy_Bliss=18.5, Synergy_Loewe=19.2, Synergy_HSA=18.5. (5) Drug 1: CC12CCC(CC1=CCC3C2CCC4(C3CC=C4C5=CN=CC=C5)C)O. Drug 2: CCN(CC)CCCC(C)NC1=C2C=C(C=CC2=NC3=C1C=CC(=C3)Cl)OC. Cell line: NCI-H226. Synergy scores: CSS=16.6, Synergy_ZIP=-0.155, Synergy_Bliss=6.50, Synergy_Loewe=2.71, Synergy_HSA=4.99. (6) Drug 1: COC1=CC(=CC(=C1O)OC)C2C3C(COC3=O)C(C4=CC5=C(C=C24)OCO5)OC6C(C(C7C(O6)COC(O7)C8=CC=CS8)O)O. Drug 2: C1=CC=C(C=C1)NC(=O)CCCCCCC(=O)NO. Cell line: HT29. Synergy scores: CSS=49.5, Synergy_ZIP=4.78, Synergy_Bliss=6.38, Synergy_Loewe=-3.55, Synergy_HSA=7.47. (7) Drug 1: CS(=O)(=O)C1=CC(=C(C=C1)C(=O)NC2=CC(=C(C=C2)Cl)C3=CC=CC=N3)Cl. Drug 2: CC12CCC3C(C1CCC2=O)CC(=C)C4=CC(=O)C=CC34C. Cell line: OVCAR-5. Synergy scores: CSS=36.5, Synergy_ZIP=-2.82, Synergy_Bliss=-1.22, Synergy_Loewe=-9.06, Synergy_HSA=-0.994.